From a dataset of M1 muscarinic receptor antagonist screen with 61,756 compounds. Binary Classification. Given a drug SMILES string, predict its activity (active/inactive) in a high-throughput screening assay against a specified biological target. The drug is S(=O)(=O)(N1C(CCCC1C)C)c1ccc(NC(=O)CNCC2OCCC2)cc1. The result is 0 (inactive).